From a dataset of Full USPTO retrosynthesis dataset with 1.9M reactions from patents (1976-2016). Predict the reactants needed to synthesize the given product. (1) Given the product [Br:13][C:4]1[S:3][C:2]([Br:1])=[C:6]([C:7]2[CH:12]=[CH:11][CH:10]=[CH:9][CH:8]=2)[C:5]=1[CH2:15][CH3:16], predict the reactants needed to synthesize it. The reactants are: [Br:1][C:2]1[S:3][C:4]([Br:13])=[CH:5][C:6]=1[C:7]1[CH:12]=[CH:11][CH:10]=[CH:9][CH:8]=1.[Li+].[CH3:15][CH:16]([N-]C(C)C)C.O1CC1.O. (2) Given the product [C:20]([N:23]1[C:32]2[C:27](=[CH:28][C:29]([C:6]3[N:2]([CH3:1])[CH:3]=[N:4][CH:5]=3)=[CH:30][CH:31]=2)[C@H:26]([NH:34][C:35](=[O:40])[O:36][CH:37]([CH3:38])[CH3:39])[CH2:25][C@@H:24]1[CH3:41])(=[O:22])[CH3:21], predict the reactants needed to synthesize it. The reactants are: [CH3:1][N:2]1[C:6]([Sn](CCCC)(CCCC)CCCC)=[CH:5][N:4]=[CH:3]1.[C:20]([N:23]1[C:32]2[C:27](=[CH:28][C:29](Br)=[CH:30][CH:31]=2)[C@H:26]([NH:34][C:35](=[O:40])[O:36][CH:37]([CH3:39])[CH3:38])[CH2:25][C@@H:24]1[CH3:41])(=[O:22])[CH3:21]. (3) The reactants are: [CH3:1][N:2]1[C:6](=[O:7])[CH2:5][NH:4][C:3]1=[O:8].[CH3:9][C:10]1[CH:17]=[CH:16][C:13]([CH:14]=O)=[CH:12][CH:11]=1.N1CCCCC1.C(O)(=O)C. Given the product [CH3:9][C:10]1[CH:17]=[CH:16][C:13]([CH:14]=[C:5]2[NH:4][C:3](=[O:8])[N:2]([CH3:1])[C:6]2=[O:7])=[CH:12][CH:11]=1, predict the reactants needed to synthesize it. (4) Given the product [CH3:1][O:2][C:3]1[CH:4]=[C:5]2[C:10](=[CH:11][C:12]=1[O:13][CH3:14])[N:9]=[CH:8][CH:7]=[C:6]2[O:15][C:16]1[CH:22]=[CH:21][C:19]([NH:20][C:27](=[O:33])[O:26][CH2:24][C:38]2[CH:39]=[CH:40][N:35]=[CH:36][CH:37]=2)=[CH:18][CH:17]=1, predict the reactants needed to synthesize it. The reactants are: [CH3:1][O:2][C:3]1[CH:4]=[C:5]2[C:10](=[CH:11][C:12]=1[O:13][CH3:14])[N:9]=[CH:8][CH:7]=[C:6]2[O:15][C:16]1[CH:22]=[CH:21][C:19]([NH2:20])=[CH:18][CH:17]=1.Cl[C:24](Cl)([O:26][C:27](=[O:33])OC(Cl)(Cl)Cl)Cl.[N:35]1[CH:40]=[CH:39][C:38](CO)=[CH:37][CH:36]=1.C(=O)(O)[O-].[Na+]. (5) The reactants are: [CH:1]1([C:6]([C:8]2[CH:9]=[C:10](OS(C(F)(F)F)(=O)=O)[CH:11]=[C:12]([OH:14])[CH:13]=2)=[O:7])[CH2:5][CH2:4][CH2:3][CH2:2]1.[CH2:23]1[O:31][C:30]2[CH:29]=[CH:28][C:27](B(O)O)=[CH:26][C:25]=2[O:24]1.C(=O)([O-])[O-].[Na+].[Na+]. Given the product [O:24]1[C:25]2[CH:26]=[CH:27][C:28]([C:10]3[CH:9]=[C:8]([C:6]([CH:1]4[CH2:2][CH2:3][CH2:4][CH2:5]4)=[O:7])[CH:13]=[C:12]([OH:14])[CH:11]=3)=[CH:29][C:30]=2[O:31][CH2:23]1, predict the reactants needed to synthesize it.